Dataset: Reaction yield outcomes from USPTO patents with 853,638 reactions. Task: Predict the reaction yield, written as a fraction of the theoretical maximum amount of product (1.0 means a 100% yield; for example, 0.34 means a 34% yield). (1) The catalyst is C1COCC1.CO. The reactants are C(OC[O:5][CH:6]1[CH2:24][CH:23]2[N:8]([C:9](=[O:45])[N:10](CC3C=CC(OC)=CC=3)[CH2:11][CH2:12][CH2:13][CH2:14][CH2:15][CH:16]=[CH:17][CH:18]3[C:20]([C:26]([NH:28][S:29]([C:32]4(C)[CH2:34][CH2:33]4)(=[O:31])=[O:30])=[O:27])([NH:21][C:22]2=[O:25])[CH2:19]3)[CH2:7]1)C.Cl.C(=O)([O-])O.[Na+]. The yield is 0.730. The product is [OH:5][CH:6]1[CH2:24][CH:23]2[N:8]([C:9](=[O:45])[NH:10][CH2:11][CH2:12][CH2:13][CH2:14][CH2:15][CH:16]=[CH:17][CH:18]3[C:20]([C:26]([NH:28][S:29]([CH:32]4[CH2:33][CH2:34]4)(=[O:31])=[O:30])=[O:27])([NH:21][C:22]2=[O:25])[CH2:19]3)[CH2:7]1. (2) The reactants are [C:1]([CH:6]1[CH2:12][CH2:11][CH2:10][CH2:9][CH2:8][C:7]1=O)([O:3][CH2:4][CH3:5])=[O:2].[C:14]1([CH:21]=CC=[C:17](O)[CH:16]=1)[OH:15]. The catalyst is CS(O)(=O)=O. The product is [OH:15][C:14]1[CH:21]=[C:4]2[C:5]([C:7]3[CH2:8][CH2:9][CH2:10][CH2:11][CH2:12][C:6]=3[C:1](=[O:2])[O:3]2)=[CH:17][CH:16]=1. The yield is 0.780. (3) The reactants are C1C(=O)N(Br)C(=O)C1.[Cl:9][C:10]1[N:15]=[C:14]([CH2:16][C:17]([C:19]2[C:20]([F:37])=[C:21]([NH:25][S:26]([C:29]3[CH:34]=[C:33]([F:35])[CH:32]=[CH:31][C:30]=3[F:36])(=[O:28])=[O:27])[CH:22]=[CH:23][CH:24]=2)=O)[CH:13]=[CH:12][N:11]=1.[NH2:38][C:39]([N:41]1[CH2:46][CH2:45][N:44]([C:47]([O:49][C:50]([CH3:53])([CH3:52])[CH3:51])=[O:48])[CH2:43][CH2:42]1)=[S:40].O. The catalyst is CC(N(C)C)=O. The product is [Cl:9][C:10]1[N:15]=[C:14]([C:16]2[S:40][C:39]([N:41]3[CH2:42][CH2:43][N:44]([C:47]([O:49][C:50]([CH3:53])([CH3:52])[CH3:51])=[O:48])[CH2:45][CH2:46]3)=[N:38][C:17]=2[C:19]2[CH:24]=[CH:23][CH:22]=[C:21]([NH:25][S:26]([C:29]3[CH:34]=[C:33]([F:35])[CH:32]=[CH:31][C:30]=3[F:36])(=[O:28])=[O:27])[C:20]=2[F:37])[CH:13]=[CH:12][N:11]=1. The yield is 0.450.